This data is from hERG Central: cardiac toxicity at 1µM, 10µM, and general inhibition. The task is: Predict hERG channel inhibition at various concentrations. (1) The molecule is COc1cc(C(=O)O/N=C(\N)Cc2ccc([N+](=O)[O-])cc2)cc(OC)c1OC. Results: hERG_inhib (hERG inhibition (general)): blocker. (2) The drug is Cc1ccc(OCC(=O)Nc2ccc3c(c2)nc(CCN2CCCCC2)n3C)cc1. Results: hERG_inhib (hERG inhibition (general)): blocker. (3) The molecule is CN(C)CCCN(C(=O)c1cccs1)c1nc2cc3c(cc2s1)OCO3.Cl. Results: hERG_inhib (hERG inhibition (general)): blocker. (4) The molecule is Clc1ccc(OCCNCCc2ccccc2)cc1.O=C(O)C(=O)O. Results: hERG_inhib (hERG inhibition (general)): blocker. (5) The molecule is C[N+]1=C(/C=C/Nc2ccccc2)C(C)(C)c2ccccc21.[O-][Cl+3]([O-])([O-])[O-]. Results: hERG_inhib (hERG inhibition (general)): blocker.